This data is from Full USPTO retrosynthesis dataset with 1.9M reactions from patents (1976-2016). The task is: Predict the reactants needed to synthesize the given product. (1) Given the product [C:30]([N:28]1[CH2:27][CH:26]([CH2:25][NH:24][C:17]([C@@H:12]([NH:11][C:1](=[O:2])[O:3][CH2:4][C:5]2[CH:6]=[CH:7][CH:8]=[CH:9][CH:10]=2)[C@@H:13]([CH3:14])[CH2:15][CH3:16])=[O:19])[CH2:29]1)#[N:31], predict the reactants needed to synthesize it. The reactants are: [C:1]([NH:11][C@H:12]([C:17]([OH:19])=O)[C@H:13]([CH2:15][CH3:16])[CH3:14])([O:3][CH2:4][C:5]1[CH:10]=[CH:9][CH:8]=[CH:7][CH:6]=1)=[O:2].CCN=C=[N:24][CH2:25][CH2:26][CH2:27][N:28]([CH3:30])[CH3:29].[N:31]#CN.C(O)(C(F)(F)F)=O.BrC#N. (2) The reactants are: [NH2:1][C@@H:2]1[C:11]2[C:6](=[CH:7][CH:8]=[CH:9][CH:10]=2)[C@@H:5]([OH:12])[CH2:4][CH2:3]1.[C:13]([O:17][C:18](O[C:18]([O:17][C:13]([CH3:16])([CH3:15])[CH3:14])=[O:19])=[O:19])([CH3:16])([CH3:15])[CH3:14]. Given the product [C:13]([O:17][C:18](=[O:19])[NH:1][C@@H:2]1[C:11]2[C:6](=[CH:7][CH:8]=[CH:9][CH:10]=2)[C@@H:5]([OH:12])[CH2:4][CH2:3]1)([CH3:16])([CH3:15])[CH3:14], predict the reactants needed to synthesize it.